The task is: Predict the reaction yield, written as a fraction of the theoretical maximum amount of product (1.0 means a 100% yield; for example, 0.34 means a 34% yield).. This data is from Reaction yield outcomes from USPTO patents with 853,638 reactions. (1) The reactants are C(O[C:6](=O)[N:7]([C@H:9]([C:11]1[N:15]([C:16]2[CH:21]=[CH:20][CH:19]=[CH:18][CH:17]=2)[C:14]2[CH:22]=[C:23]([F:26])[CH:24]=[CH:25][C:13]=2[N:12]=1)[CH3:10])C)(C)(C)C.C(O)(C(F)(F)F)=O. The catalyst is C(Cl)Cl. The product is [F:26][C:23]1[CH:24]=[CH:25][C:13]2[N:12]=[C:11]([C@@H:9]([NH:7][CH3:6])[CH3:10])[N:15]([C:16]3[CH:17]=[CH:18][CH:19]=[CH:20][CH:21]=3)[C:14]=2[CH:22]=1. The yield is 0.530. (2) The reactants are C(=O)([O-])[O-].[Cs+].[Cs+].Cl[C:8]1[CH:9]=[N:10][CH:11]=[C:12]([Cl:14])[CH:13]=1.[C:15]([C:17]1[CH:18]=[C:19]([CH:22]=[CH:23][CH:24]=1)[C:20]#[N:21])#[CH:16].C1(P(C2CCCCC2)C2C=CC=CC=2C2C(C(C)C)=CC(C(C)C)=CC=2C(C)C)CCCCC1. The catalyst is [Pd](Cl)Cl.C(#N)C.C(#N)C. The product is [Cl:14][C:12]1[CH:13]=[C:8]([C:16]#[C:15][C:17]2[CH:18]=[C:19]([CH:22]=[CH:23][CH:24]=2)[C:20]#[N:21])[CH:9]=[N:10][CH:11]=1. The yield is 0.190. (3) The reactants are [NH2:1][CH2:2][CH:3]([C:5]1[N:6]=[C:7]([C:10]([F:13])([F:12])[F:11])[S:8][CH:9]=1)[OH:4].O=[C:15]1[CH2:20][CH2:19][N:18]([C:21]2[CH:34]=[CH:33][C:24]([CH2:25][CH:26]3[S:30][C:29](=[O:31])[NH:28][C:27]3=[O:32])=[CH:23][CH:22]=2)[CH2:17][CH2:16]1.C(O[BH-](OC(=O)C)OC(=O)C)(=O)C.[Na+].[Cl-].[NH4+]. The yield is 0.130. The catalyst is CN(C)C=O.C(O)(=O)C. The product is [OH:4][C@H:3]([C:5]1[N:6]=[C:7]([C:10]([F:12])([F:13])[F:11])[S:8][CH:9]=1)[CH2:2][NH:1][CH:15]1[CH2:16][CH2:17][N:18]([C:21]2[CH:34]=[CH:33][C:24]([CH2:25][CH:26]3[S:30][C:29](=[O:31])[NH:28][C:27]3=[O:32])=[CH:23][CH:22]=2)[CH2:19][CH2:20]1. (4) The reactants are CO[C@H]1CC[C@H](C[N:10]2C(=O)CNC3N=CC(C4C(C)=CC(C(N)=O)=NC=4)=[N:20][C:11]2=3)CC1.[CH3:31][O:32][C@H:33]1[CH2:38][CH2:37][C@H:36]([CH2:39][N:40]2[C:45](=[O:46])[CH2:44][NH:43][C:42]3[N:47]=[CH:48][C:49]([C:51]4[C:52]([CH3:59])=[CH:53][C:54]([C:57]#[N:58])=[N:55][CH:56]=4)=[N:50][C:41]2=3)[CH2:35][CH2:34]1.FC(F)(F)C(O)=O.S(=O)(=O)(O)O.C(=O)([O-])[O-].[Na+].[Na+]. No catalyst specified. The product is [CH3:31][O:32][C@H:33]1[CH2:38][CH2:37][C@H:36]([CH2:39][N:40]2[C:41]3=[N:50][C:49]([C:51]4[CH:56]=[N:55][C:54]([C:57]5[N:20]=[CH:11][NH:10][N:58]=5)=[CH:53][C:52]=4[CH3:59])=[CH:48][N:47]=[C:42]3[NH:43][CH2:44][C:45]2=[O:46])[CH2:35][CH2:34]1. The yield is 0.670. (5) The catalyst is CO. The yield is 0.700. The reactants are [CH3:1][C:2]([CH3:28])([CH3:27])[CH2:3][O:4][C:5]([C:7]1[CH:8]=[C:9]([C:21]#[C:22][Si](C)(C)C)[CH:10]=[C:11]2[C:16]=1[O:15][C:14]([CH3:18])([CH3:17])[CH2:13][C:12]2([CH3:20])[CH3:19])=[O:6].C(=O)([O-])[O-].[K+].[K+]. The product is [CH3:1][C:2]([CH3:28])([CH3:27])[CH2:3][O:4][C:5]([C:7]1[CH:8]=[C:9]([C:21]#[CH:22])[CH:10]=[C:11]2[C:16]=1[O:15][C:14]([CH3:17])([CH3:18])[CH2:13][C:12]2([CH3:20])[CH3:19])=[O:6]. (6) The reactants are CC1C=C(C)C=C(C)C=1S([O-])(=O)=O.[NH2:14][N:15]1[C:20]([CH3:21])=[CH:19][C:18]([CH3:22])=[N:17][C:16]1=[NH2+:23].[OH-].[Na+].CO[C:28](=O)[CH2:29][Cl:30]. The catalyst is CCO. The product is [Cl:30][CH2:29][C:28]1[N:23]=[C:16]2[N:17]=[C:18]([CH3:22])[CH:19]=[C:20]([CH3:21])[N:15]2[N:14]=1. The yield is 0.0900.